Predict which catalyst facilitates the given reaction. From a dataset of Catalyst prediction with 721,799 reactions and 888 catalyst types from USPTO. (1) Reactant: [Cl:1][C:2]1[CH:7]=[C:6]([O:8][CH3:9])[CH:5]=[CH:4][C:3]=1[C:10]1[N:11]=[C:12]([N:16]([C:20]2[CH:25]=[C:24]([CH2:26][OH:27])[CH:23]=[CH:22][C:21]=2[O:28][CH3:29])[CH2:17][CH2:18][CH3:19])[S:13][C:14]=1[CH3:15].[H-].[Na+].[CH3:32]I. Product: [ClH:1].[Cl:1][C:2]1[CH:7]=[C:6]([O:8][CH3:9])[CH:5]=[CH:4][C:3]=1[C:10]1[N:11]=[C:12]([N:16]([C:20]2[CH:25]=[C:24]([CH2:26][O:27][CH3:32])[CH:23]=[CH:22][C:21]=2[O:28][CH3:29])[CH2:17][CH2:18][CH3:19])[S:13][C:14]=1[CH3:15]. The catalyst class is: 42. (2) Reactant: C[O:2][CH2:3][CH2:4][N:5]([CH2:26][CH2:27][O:28]C)[C:6](=[O:25])[C:7]1[CH:12]=[CH:11][C:10]([C:13]2[NH:14][C:15](=[O:24])[C:16]3[C:21]([CH:22]=2)=[C:20]([CH3:23])[CH:19]=[CH:18][CH:17]=3)=[CH:9][CH:8]=1.B(Br)(Br)Br. Product: [OH:28][CH2:27][CH2:26][N:5]([CH2:4][CH2:3][OH:2])[C:6](=[O:25])[C:7]1[CH:12]=[CH:11][C:10]([C:13]2[NH:14][C:15](=[O:24])[C:16]3[C:21]([CH:22]=2)=[C:20]([CH3:23])[CH:19]=[CH:18][CH:17]=3)=[CH:9][CH:8]=1. The catalyst class is: 2. (3) Reactant: C([O:8][C:9]1[C:13]([O:14]CC2C=CC=CC=2)=[C:12]([P:22]([CH3:25])([CH3:24])=[O:23])[N:11]([C:26]2[CH:31]=[CH:30][C:29]([O:32][CH3:33])=[CH:28][CH:27]=2)[C:10]=1[C:34]([N:36]([CH3:38])[CH3:37])=[O:35])C1C=CC=CC=1. Product: [CH3:24][P:22]([C:12]1[N:11]([C:26]2[CH:27]=[CH:28][C:29]([O:32][CH3:33])=[CH:30][CH:31]=2)[C:10]([C:34]([N:36]([CH3:37])[CH3:38])=[O:35])=[C:9]([OH:8])[C:13]=1[OH:14])([CH3:25])=[O:23]. The catalyst class is: 19. (4) Reactant: [Ca].[Mg].[CH3:3][C@:4]12[C@@H:13]3[CH2:14][CH2:15][C@@:16]4([O:21][C@@H:22]5[O:27][C@H:26]([CH2:28][OH:29])[C@@H:25]([OH:30])[C@H:24]([OH:31])[C@H:23]5[O:32][C@@H:33]5[O:38][C@H:37]([CH2:39][OH:40])[C@@H:36]([OH:41])[C@H:35]([O:42][C@@H:43]6[O:48][C@H:47]([CH2:49][OH:50])[C@@H:46]([OH:51])[C@H:45]([OH:52])[C@H:44]6[OH:53])[C@H:34]5[OH:54])[C:18]([CH2:20][C@@:12]3([CH2:17]4)[CH2:11][CH2:10][C@@H:9]1[C@@:8]([C:56]([O:58][C@@H:59]1[O:64][C@H:63]([CH2:65][OH:66])[C@@H:62]([OH:67])[C@H:61]([OH:68])[C@H:60]1[OH:69])=[O:57])([CH3:55])[CH2:7][CH2:6][CH2:5]2)=[CH2:19].C(O)[C@@H]([C@@H](CO)O)O. Product: [CH3:3][C@:4]12[C@@H:13]3[CH2:14][CH2:15][C@@:16]4([O:21][C@@H:22]5[O:27][C@H:26]([CH2:28][OH:29])[C@@H:25]([OH:30])[C@H:24]([OH:31])[C@H:23]5[O:32][C@@H:33]5[O:38][C@H:37]([CH2:39][OH:40])[C@@H:36]([OH:41])[C@H:35]([O:42][C@@H:43]6[O:48][C@H:47]([CH2:49][OH:50])[C@@H:46]([OH:51])[C@H:45]([OH:52])[C@H:44]6[OH:53])[C@H:34]5[OH:54])[C:18]([CH2:20][C@@:12]3([CH2:17]4)[CH2:11][CH2:10][C@@H:9]1[C@@:8]([C:56]([O:58][C@@H:59]1[O:64][C@H:63]([CH2:65][OH:66])[C@@H:62]([OH:67])[C@H:61]([OH:68])[C@H:60]1[OH:69])=[O:57])([CH3:55])[CH2:7][CH2:6][CH2:5]2)=[CH2:19].[CH2:39]([OH:40])[C@H:37]1[O:38][C@H:33]([O:32][C@:23]2([CH2:22][OH:21])[O:27][C@H:26]([CH2:28][OH:29])[C@@H:25]([OH:30])[C@@H:24]2[OH:31])[C@H:34]([OH:54])[C@@H:35]([OH:42])[C@@H:36]1[OH:41]. The catalyst class is: 292. (5) Reactant: [NH:1]1[CH:5]=[CH:4][N:3]=[CH:2]1.[CH2:6](Cl)[C:7]1[CH:12]=[CH:11][CH:10]=[CH:9][CH:8]=1.[OH-].[K+]. Product: [CH2:6]([N:1]1[CH:5]=[CH:4][N:3]=[CH:2]1)[C:7]1[CH:12]=[CH:11][CH:10]=[CH:9][CH:8]=1. The catalyst class is: 1. (6) Reactant: [Cl:1][C:2]1[CH:9]=[CH:8][C:7]([Cl:10])=[CH:6][C:3]=1[CH:4]=O.[C:11](#[N:15])[CH2:12][C:13]#[N:14].[OH-].[K+].O. Product: [Cl:1][C:2]1[CH:9]=[CH:8][C:7]([Cl:10])=[CH:6][C:3]=1[CH:4]=[C:12]([C:11]#[N:15])[C:13]#[N:14]. The catalyst class is: 8.